Dataset: CYP2C9 inhibition data for predicting drug metabolism from PubChem BioAssay. Task: Regression/Classification. Given a drug SMILES string, predict its absorption, distribution, metabolism, or excretion properties. Task type varies by dataset: regression for continuous measurements (e.g., permeability, clearance, half-life) or binary classification for categorical outcomes (e.g., BBB penetration, CYP inhibition). Dataset: cyp2c9_veith. The drug is COC(=O)c1ccc(COc2ccccc2/C=N/NS(=O)(=O)c2ccc(C)cc2)cc1. The result is 1 (inhibitor).